This data is from NCI-60 drug combinations with 297,098 pairs across 59 cell lines. The task is: Regression. Given two drug SMILES strings and cell line genomic features, predict the synergy score measuring deviation from expected non-interaction effect. Drug 1: C1=NC2=C(N=C(N=C2N1C3C(C(C(O3)CO)O)O)F)N. Drug 2: C1=CC=C(C=C1)NC(=O)CCCCCCC(=O)NO. Cell line: EKVX. Synergy scores: CSS=-6.72, Synergy_ZIP=15.0, Synergy_Bliss=8.32, Synergy_Loewe=-6.58, Synergy_HSA=-5.13.